This data is from Full USPTO retrosynthesis dataset with 1.9M reactions from patents (1976-2016). The task is: Predict the reactants needed to synthesize the given product. (1) Given the product [ClH:42].[ClH:42].[CH3:1][C:2]1[C:3]([CH2:20][CH2:21][N:22]2[CH2:27][CH2:26][N:25]([C:28]3[CH:37]=[CH:36][CH:35]=[C:34]4[C:29]=3[CH:30]=[CH:31][C:32]([CH3:38])=[N:33]4)[CH2:24][C@H:23]2[CH3:39])=[C:4]2[C:9](=[CH:10][CH:11]=1)[N:8]1[CH:12]=[N:13][C:14]([C:15]([NH2:46])=[O:17])=[C:7]1[CH2:6][CH2:5]2, predict the reactants needed to synthesize it. The reactants are: [CH3:1][C:2]1[C:3]([CH2:20][CH2:21][N:22]2[CH2:27][CH2:26][N:25]([C:28]3[CH:37]=[CH:36][CH:35]=[C:34]4[C:29]=3[CH:30]=[CH:31][C:32]([CH3:38])=[N:33]4)[CH2:24][C@H:23]2[CH3:39])=[C:4]2[C:9](=[CH:10][CH:11]=1)[N:8]1[CH:12]=[N:13][C:14]([C:15]([O:17]CC)=O)=[C:7]1[CH2:6][CH2:5]2.[OH-].[K+].[ClH:42].Cl.CC1C=CC2C(=CC=CC=2N2CCN(CCC3C4OCC5=C(C(N)=O)N=CN5C=4C=CC=3)CC2)[N:46]=1.Cl. (2) Given the product [F:1][C:2]([F:7])([F:6])[C:3]([N:5]=[S:40]([CH2:39][C:37]1[CH:36]=[C:35]([CH3:42])[N:34]=[C:33]([NH:32][C:29]2[CH:28]=[C:27]([C:43]3[CH:48]=[CH:47][C:46]([F:49])=[CH:45][C:44]=3[O:50][CH3:51])[C:26]([F:25])=[CH:31][N:30]=2)[CH:38]=1)[CH3:41])=[O:4], predict the reactants needed to synthesize it. The reactants are: [F:1][C:2]([F:7])([F:6])[C:3]([NH2:5])=[O:4].CC(C)([O-])C.[Na+].BrN1C(C)(C)C(=O)N(Br)C1=O.[F:25][C:26]1[C:27]([C:43]2[CH:48]=[CH:47][C:46]([F:49])=[CH:45][C:44]=2[O:50][CH3:51])=[CH:28][C:29]([NH:32][C:33]2[CH:38]=[C:37]([CH2:39][S:40][CH3:41])[CH:36]=[C:35]([CH3:42])[N:34]=2)=[N:30][CH:31]=1.S([O-])([O-])=O.[Na+].[Na+]. (3) Given the product [CH3:1][O:2][CH2:3][CH2:4][O:5][C:6]1[CH:14]=[C:13]2[C:9]([CH:10]=[CH:11][NH:12]2)=[CH:8][C:7]=1[O:15][C:17]1[CH:22]=[CH:21][N:20]=[C:19]([NH:23][C:24](=[O:26])[CH3:25])[CH:18]=1, predict the reactants needed to synthesize it. The reactants are: [CH3:1][O:2][CH2:3][CH2:4][O:5][C:6]1[CH:14]=[C:13]2[C:9]([CH:10]=[CH:11][NH:12]2)=[CH:8][C:7]=1[OH:15].Cl[C:17]1[CH:22]=[CH:21][N:20]=[C:19]([NH:23][C:24](=[O:26])[CH3:25])[CH:18]=1.CC(C)([O-])C.[K+].O. (4) Given the product [Cl:1][C:2]1[C:11]2[C:6](=[C:7]([CH3:12])[CH:8]=[CH:9][CH:10]=2)[C:5]([C:13]([NH:23][CH2:22][CH:19]2[CH2:20][CH2:21][O:16][CH2:17][CH2:18]2)=[O:15])=[CH:4][N:3]=1, predict the reactants needed to synthesize it. The reactants are: [Cl:1][C:2]1[C:11]2[C:6](=[C:7]([CH3:12])[CH:8]=[CH:9][CH:10]=2)[C:5]([C:13]([OH:15])=O)=[CH:4][N:3]=1.[O:16]1[CH2:21][CH2:20][CH:19]([CH2:22][NH2:23])[CH2:18][CH2:17]1. (5) Given the product [CH3:23][N:24]([CH2:25][C:26]([N:28]1[CH2:33][CH2:32][O:31][CH2:30][CH2:29]1)=[O:27])[C:18]([C:12]1[S:13][C:14]2[CH2:15][CH2:16][O:17][C:8]3[CH:7]=[C:6]([C:4]4[CH:3]=[N:2][NH:1][CH:5]=4)[CH:22]=[CH:21][C:9]=3[C:10]=2[N:11]=1)=[O:20], predict the reactants needed to synthesize it. The reactants are: [NH:1]1[CH:5]=[C:4]([C:6]2[CH:22]=[CH:21][C:9]3[C:10]4[N:11]=[C:12]([C:18]([OH:20])=O)[S:13][C:14]=4[CH2:15][CH2:16][O:17][C:8]=3[CH:7]=2)[CH:3]=[N:2]1.[CH3:23][NH:24][CH2:25][C:26]([N:28]1[CH2:33][CH2:32][O:31][CH2:30][CH2:29]1)=[O:27]. (6) Given the product [O:22]1[CH2:23][CH2:24][N:19]([C:17](=[O:18])[CH2:16][O:1][CH:2]2[CH2:3][CH2:4][N:5]([C:8]([O:10][C:11]([CH3:14])([CH3:13])[CH3:12])=[O:9])[CH2:6][CH2:7]2)[CH2:20][CH2:21]1, predict the reactants needed to synthesize it. The reactants are: [OH:1][CH:2]1[CH2:7][CH2:6][N:5]([C:8]([O:10][C:11]([CH3:14])([CH3:13])[CH3:12])=[O:9])[CH2:4][CH2:3]1.Cl[CH2:16][C:17]([N:19]1[CH2:24][CH2:23][O:22][CH2:21][CH2:20]1)=[O:18].[OH-].[Na+].CCCC(C)C.